This data is from Forward reaction prediction with 1.9M reactions from USPTO patents (1976-2016). The task is: Predict the product of the given reaction. (1) The product is: [Cl:1][C:2]1[N:3]=[CH:4][C:5]([CH2:8][N:13]2[CH2:14][CH2:15][C@H:11]([OH:10])[CH2:12]2)=[CH:6][CH:7]=1. Given the reactants [Cl:1][C:2]1[CH:7]=[CH:6][C:5]([CH2:8]Cl)=[CH:4][N:3]=1.[OH:10][C@H:11]1[CH2:15][CH2:14][NH:13][CH2:12]1.C(=O)([O-])[O-].[K+].[K+], predict the reaction product. (2) Given the reactants [O:1]([CH2:8][CH:9]([C:11]1[CH:20]=[CH:19][C:14]([C:15]([O:17]C)=[O:16])=[CH:13][CH:12]=1)[CH3:10])[C:2]1[CH:7]=[CH:6][CH:5]=[CH:4][CH:3]=1.[OH-].[Li+].Cl, predict the reaction product. The product is: [O:1]([CH2:8][CH:9]([C:11]1[CH:12]=[CH:13][C:14]([C:15]([OH:17])=[O:16])=[CH:19][CH:20]=1)[CH3:10])[C:2]1[CH:3]=[CH:4][CH:5]=[CH:6][CH:7]=1.